The task is: Predict the product of the given reaction.. This data is from Forward reaction prediction with 1.9M reactions from USPTO patents (1976-2016). (1) Given the reactants [CH3:1][N:2]([CH3:33])[C:3]1[CH:8]=[CH:7][C:6]([CH2:9][N:10]([C:24]2[CH:29]=[CH:28][C:27]([CH:30]([CH3:32])[CH3:31])=[CH:26][CH:25]=2)[C:11]([CH:13]2[C:22]3[C:17](=[CH:18][CH:19]=[C:20]([OH:23])[CH:21]=3)[CH2:16][CH2:15][CH2:14]2)=[O:12])=[CH:5][CH:4]=1.[CH2:34](Br)[CH2:35][CH2:36][CH3:37], predict the reaction product. The product is: [CH2:34]([O:23][C:20]1[CH:21]=[C:22]2[C:17]([CH2:16][CH2:15][CH2:14][CH:13]2[C:11]([N:10]([CH2:9][C:6]2[CH:7]=[CH:8][C:3]([N:2]([CH3:33])[CH3:1])=[CH:4][CH:5]=2)[C:24]2[CH:25]=[CH:26][C:27]([CH:30]([CH3:31])[CH3:32])=[CH:28][CH:29]=2)=[O:12])=[CH:18][CH:19]=1)[CH2:35][CH2:36][CH3:37]. (2) Given the reactants [CH2:1]([NH:3][CH2:4][CH3:5])[CH3:2].[OH:6][CH2:7][CH2:8][N:9]1[C:21]2[CH2:20][CH2:19][CH2:18][CH:17]([C:22](O)=[O:23])[C:16]=2[C:15]2[C:10]1=[CH:11][CH:12]=[CH:13][C:14]=2[O:25][CH3:26].[CH3:27][S:28](Cl)(=[O:30])=[O:29].C(N(CC)CC)C, predict the reaction product. The product is: [CH2:1]([N:3]([CH2:4][CH3:5])[C:22]([CH:17]1[C:16]2[C:15]3[C:10](=[CH:11][CH:12]=[CH:13][C:14]=3[O:25][CH3:26])[N:9]([CH2:8][CH2:7][O:6][S:28]([CH3:27])(=[O:30])=[O:29])[C:21]=2[CH2:20][CH2:19][CH2:18]1)=[O:23])[CH3:2].